From a dataset of NCI-60 drug combinations with 297,098 pairs across 59 cell lines. Regression. Given two drug SMILES strings and cell line genomic features, predict the synergy score measuring deviation from expected non-interaction effect. (1) Drug 1: CNC(=O)C1=CC=CC=C1SC2=CC3=C(C=C2)C(=NN3)C=CC4=CC=CC=N4. Drug 2: CCN(CC)CCCC(C)NC1=C2C=C(C=CC2=NC3=C1C=CC(=C3)Cl)OC. Cell line: MCF7. Synergy scores: CSS=38.4, Synergy_ZIP=3.49, Synergy_Bliss=8.95, Synergy_Loewe=7.16, Synergy_HSA=8.57. (2) Drug 1: C1CC(CCC1OC2=C(C(=CC=C2)Cl)F)(CC3=NC(=CC=C3)NC4=NC=CS4)C(=O)O. Drug 2: CN1C=C(C=N1)C2=C3N=C(C(=C(N3N=C2)N)Br)C4CCCNC4. Cell line: SK-OV-3. Synergy scores: CSS=58.2, Synergy_ZIP=9.81, Synergy_Bliss=11.0, Synergy_Loewe=4.96, Synergy_HSA=11.1. (3) Drug 1: CC1CCC2CC(C(=CC=CC=CC(CC(C(=O)C(C(C(=CC(C(=O)CC(OC(=O)C3CCCCN3C(=O)C(=O)C1(O2)O)C(C)CC4CCC(C(C4)OC)O)C)C)O)OC)C)C)C)OC. Drug 2: C1=NNC2=C1C(=O)NC=N2. Cell line: HCC-2998. Synergy scores: CSS=17.4, Synergy_ZIP=-6.35, Synergy_Bliss=-5.21, Synergy_Loewe=-58.3, Synergy_HSA=-2.78. (4) Drug 1: CN(CC1=CN=C2C(=N1)C(=NC(=N2)N)N)C3=CC=C(C=C3)C(=O)NC(CCC(=O)O)C(=O)O. Synergy scores: CSS=20.9, Synergy_ZIP=-8.66, Synergy_Bliss=-12.4, Synergy_Loewe=-12.4, Synergy_HSA=-8.81. Cell line: M14. Drug 2: C1CCC(C(C1)N)N.C(=O)(C(=O)[O-])[O-].[Pt+4]. (5) Drug 1: CCC1=C2CN3C(=CC4=C(C3=O)COC(=O)C4(CC)O)C2=NC5=C1C=C(C=C5)O. Drug 2: CCCCC(=O)OCC(=O)C1(CC(C2=C(C1)C(=C3C(=C2O)C(=O)C4=C(C3=O)C=CC=C4OC)O)OC5CC(C(C(O5)C)O)NC(=O)C(F)(F)F)O. Cell line: NCIH23. Synergy scores: CSS=56.2, Synergy_ZIP=4.75, Synergy_Bliss=6.04, Synergy_Loewe=3.87, Synergy_HSA=7.88. (6) Drug 1: CCCCC(=O)OCC(=O)C1(CC(C2=C(C1)C(=C3C(=C2O)C(=O)C4=C(C3=O)C=CC=C4OC)O)OC5CC(C(C(O5)C)O)NC(=O)C(F)(F)F)O. Drug 2: CCC1(C2=C(COC1=O)C(=O)N3CC4=CC5=C(C=CC(=C5CN(C)C)O)N=C4C3=C2)O.Cl. Cell line: SF-295. Synergy scores: CSS=51.1, Synergy_ZIP=0.420, Synergy_Bliss=4.72, Synergy_Loewe=-8.26, Synergy_HSA=5.43. (7) Synergy scores: CSS=55.9, Synergy_ZIP=5.93, Synergy_Bliss=3.28, Synergy_Loewe=-5.14, Synergy_HSA=1.67. Drug 1: CC1=C2C(C(=O)C3(C(CC4C(C3C(C(C2(C)C)(CC1OC(=O)C(C(C5=CC=CC=C5)NC(=O)OC(C)(C)C)O)O)OC(=O)C6=CC=CC=C6)(CO4)OC(=O)C)OC)C)OC. Cell line: HL-60(TB). Drug 2: CC1CCCC2(C(O2)CC(NC(=O)CC(C(C(=O)C(C1O)C)(C)C)O)C(=CC3=CSC(=N3)C)C)C. (8) Drug 1: COC1=CC(=CC(=C1O)OC)C2C3C(COC3=O)C(C4=CC5=C(C=C24)OCO5)OC6C(C(C7C(O6)COC(O7)C8=CC=CS8)O)O. Drug 2: CC1C(C(CC(O1)OC2CC(CC3=C2C(=C4C(=C3O)C(=O)C5=C(C4=O)C(=CC=C5)OC)O)(C(=O)CO)O)N)O.Cl. Cell line: U251. Synergy scores: CSS=47.5, Synergy_ZIP=-7.14, Synergy_Bliss=-11.0, Synergy_Loewe=-6.21, Synergy_HSA=-4.83. (9) Drug 1: C1CCC(CC1)NC(=O)N(CCCl)N=O. Drug 2: CCCS(=O)(=O)NC1=C(C(=C(C=C1)F)C(=O)C2=CNC3=C2C=C(C=N3)C4=CC=C(C=C4)Cl)F. Cell line: DU-145. Synergy scores: CSS=1.90, Synergy_ZIP=-0.908, Synergy_Bliss=2.16, Synergy_Loewe=-1.53, Synergy_HSA=-1.16. (10) Drug 1: CC1=C(C=C(C=C1)NC2=NC=CC(=N2)N(C)C3=CC4=NN(C(=C4C=C3)C)C)S(=O)(=O)N.Cl. Drug 2: CC1=C2C(C(=O)C3(C(CC4C(C3C(C(C2(C)C)(CC1OC(=O)C(C(C5=CC=CC=C5)NC(=O)OC(C)(C)C)O)O)OC(=O)C6=CC=CC=C6)(CO4)OC(=O)C)OC)C)OC. Cell line: M14. Synergy scores: CSS=55.6, Synergy_ZIP=11.7, Synergy_Bliss=10.1, Synergy_Loewe=-28.1, Synergy_HSA=8.28.